Dataset: Forward reaction prediction with 1.9M reactions from USPTO patents (1976-2016). Task: Predict the product of the given reaction. (1) Given the reactants [Cl:1][C:2]1[CH:28]=[CH:27][C:5]([CH2:6][NH:7][C:8]2[N:12]([CH3:13])[C:11]3[CH:14]=[CH:15][C:16]([N:18]([C:20]4[CH:25]=[CH:24][N:23]=[C:22](Cl)[N:21]=4)[CH3:19])=[CH:17][C:10]=3[N:9]=2)=[CH:4][CH:3]=1.[NH2:29][C:30]1[CH:31]=[CH:32][C:33]([CH3:40])=[C:34]([S:36]([NH2:39])(=[O:38])=[O:37])[CH:35]=1, predict the reaction product. The product is: [ClH:1].[Cl:1][C:2]1[CH:3]=[CH:4][C:5]([CH2:6][NH:7][C:8]2[N:12]([CH3:13])[C:11]3[CH:14]=[CH:15][C:16]([N:18]([CH3:19])[C:20]4[CH:25]=[CH:24][N:23]=[C:22]([NH:29][C:30]5[CH:31]=[CH:32][C:33]([CH3:40])=[C:34]([S:36]([NH2:39])(=[O:37])=[O:38])[CH:35]=5)[N:21]=4)=[CH:17][C:10]=3[N:9]=2)=[CH:27][CH:28]=1. (2) Given the reactants [CH2:1]([O:8][C:9]1[CH:10]=[C:11]([CH:15]=[CH:16][C:17]=1[S:18](=[O:36])(=[O:35])[NH:19][C@H:20]([C:29](=[O:34])[N:30]([O:32][CH3:33])[CH3:31])[CH2:21][C:22]([O:24][C:25]([CH3:28])([CH3:27])[CH3:26])=[O:23])[C:12](O)=[O:13])[C:2]1[CH:7]=[CH:6][CH:5]=[CH:4][CH:3]=1.C[N:38]1CCOCC1.ON1C2C=CC=CC=2N=N1.[OH-].[NH4+], predict the reaction product. The product is: [C:25]([O:24][C:22](=[O:23])[CH2:21][CH:20]([NH:19][S:18]([C:17]1[CH:16]=[CH:15][C:11]([C:12](=[O:13])[NH2:38])=[CH:10][C:9]=1[O:8][CH2:1][C:2]1[CH:7]=[CH:6][CH:5]=[CH:4][CH:3]=1)(=[O:35])=[O:36])[C:29]([N:30]([O:32][CH3:33])[CH3:31])=[O:34])([CH3:28])([CH3:26])[CH3:27]. (3) The product is: [NH2:14][C:3]1[C:2]([O:37][C:33]2[CH:34]=[CH:35][CH:36]=[C:31]([O:30][CH2:28][CH3:29])[CH:32]=2)=[CH:13][C:6]2[N:7]([CH3:12])[C:8](=[O:11])[N:9]([CH3:10])[C:5]=2[CH:4]=1. Given the reactants Br[C:2]1[C:3]([NH:14]C(=O)C(F)(F)F)=[CH:4][C:5]2[N:9]([CH3:10])[C:8](=[O:11])[N:7]([CH3:12])[C:6]=2[CH:13]=1.CN(C)CC(O)=O.[CH2:28]([O:30][C:31]1[CH:32]=[C:33]([OH:37])[CH:34]=[CH:35][CH:36]=1)[CH3:29].C(=O)([O-])[O-].[Cs+].[Cs+].FC(F)(F)C(N)=O, predict the reaction product.